From a dataset of NCI-60 drug combinations with 297,098 pairs across 59 cell lines. Regression. Given two drug SMILES strings and cell line genomic features, predict the synergy score measuring deviation from expected non-interaction effect. (1) Drug 1: CCC1=CC2CC(C3=C(CN(C2)C1)C4=CC=CC=C4N3)(C5=C(C=C6C(=C5)C78CCN9C7C(C=CC9)(C(C(C8N6C)(C(=O)OC)O)OC(=O)C)CC)OC)C(=O)OC.C(C(C(=O)O)O)(C(=O)O)O. Drug 2: C1C(C(OC1N2C=NC(=NC2=O)N)CO)O. Cell line: HOP-92. Synergy scores: CSS=28.6, Synergy_ZIP=-9.90, Synergy_Bliss=-6.71, Synergy_Loewe=-11.9, Synergy_HSA=-3.53. (2) Drug 1: C1CN1C2=NC(=NC(=N2)N3CC3)N4CC4. Drug 2: CC1C(C(CC(O1)OC2CC(CC3=C2C(=C4C(=C3O)C(=O)C5=CC=CC=C5C4=O)O)(C(=O)C)O)N)O. Cell line: SF-295. Synergy scores: CSS=45.8, Synergy_ZIP=-3.28, Synergy_Bliss=-4.40, Synergy_Loewe=-4.27, Synergy_HSA=0.262.